This data is from Peptide-MHC class II binding affinity with 134,281 pairs from IEDB. The task is: Regression. Given a peptide amino acid sequence and an MHC pseudo amino acid sequence, predict their binding affinity value. This is MHC class II binding data. The peptide sequence is GSRAIWYMWLGARYL. The MHC is DRB1_0301 with pseudo-sequence DRB1_0301. The binding affinity (normalized) is 0.710.